Predict the reaction yield, written as a fraction of the theoretical maximum amount of product (1.0 means a 100% yield; for example, 0.34 means a 34% yield). From a dataset of Reaction yield outcomes from USPTO patents with 853,638 reactions. (1) The reactants are [F:1][C:2]1([F:33])[CH2:7][CH2:6][CH:5]([NH:8][C:9]2[C:14]3[C:15]([C:27]4[CH:32]=[CH:31][CH:30]=[CH:29][N:28]=4)=[N:16][N:17](CC4C=CC(OC)=CC=4)[C:13]=3[CH:12]=[CH:11][N:10]=2)[CH2:4][CH2:3]1.FC1(F)CCC(NC2C3C([Sn](C)(C)C)=NN(CC4C=CC(OC)=CC=4)C=3C=CN=2)CC1.BrC1C=CC=CN=1.[Li+].[Cl-]. The catalyst is [Cu]I.C1C=CC([P]([Pd]([P](C2C=CC=CC=2)(C2C=CC=CC=2)C2C=CC=CC=2)([P](C2C=CC=CC=2)(C2C=CC=CC=2)C2C=CC=CC=2)[P](C2C=CC=CC=2)(C2C=CC=CC=2)C2C=CC=CC=2)(C2C=CC=CC=2)C2C=CC=CC=2)=CC=1.C1COCC1. The product is [F:33][C:2]1([F:1])[CH2:7][CH2:6][CH:5]([NH:8][C:9]2[C:14]3[C:15]([C:27]4[CH:32]=[CH:31][CH:30]=[CH:29][N:28]=4)=[N:16][NH:17][C:13]=3[CH:12]=[CH:11][N:10]=2)[CH2:4][CH2:3]1. The yield is 0.350. (2) The reactants are [F:1][C:2]1[CH:7]=[CH:6][CH:5]=[C:4]([F:8])[C:3]=1[C:9]1[C:17]2[O:16][CH:15]([CH2:18][OH:19])[CH2:14][C:13]=2[CH:12]=[CH:11][CH:10]=1.[C:20]1([CH3:30])[CH:25]=[CH:24][C:23]([S:26](Cl)(=[O:28])=[O:27])=[CH:22][CH:21]=1.CC1C=CC(S(OCC2CC3C(C(F)(F)F)=CC=C(Cl)C=3O2)(=O)=O)=CC=1. No catalyst specified. The product is [CH3:30][C:20]1[CH:25]=[CH:24][C:23]([S:26]([O:19][CH2:18][CH:15]2[CH2:14][C:13]3[CH:12]=[CH:11][CH:10]=[C:9]([C:3]4[C:4]([F:8])=[CH:5][CH:6]=[CH:7][C:2]=4[F:1])[C:17]=3[O:16]2)(=[O:28])=[O:27])=[CH:22][CH:21]=1. The yield is 0.640.